This data is from Reaction yield outcomes from USPTO patents with 853,638 reactions. The task is: Predict the reaction yield, written as a fraction of the theoretical maximum amount of product (1.0 means a 100% yield; for example, 0.34 means a 34% yield). (1) The reactants are [CH3:1][O:2][C:3](=[O:23])[C:4]1[CH:9]=[C:8]([O:10][CH3:11])[CH:7]=[CH:6][C:5]=1[NH:12][C:13]1[N:14]([CH3:22])[N:15]=[C:16]([C:18]([CH3:21])([CH3:20])[CH3:19])[CH:17]=1.[Br:24]Br.O. The yield is 0.890. The product is [Br:24][C:17]1[C:16]([C:18]([CH3:20])([CH3:19])[CH3:21])=[N:15][N:14]([CH3:22])[C:13]=1[NH:12][C:5]1[CH:6]=[CH:7][C:8]([O:10][CH3:11])=[CH:9][C:4]=1[C:3]([O:2][CH3:1])=[O:23]. The catalyst is C(O)(=O)C. (2) The reactants are [N+:1]([C:4]1[CH:5]=[C:6]2[C:11](=[CH:12][CH:13]=1)[NH:10][C:9](=O)[NH:8][C:7]2=O)([O-:3])=[O:2].P(Cl)(Cl)(Cl)=O.C(N(C(C)C)C=O)(C)C.Cl.[F:31][C:32]([F:36])([F:35])[CH2:33][NH2:34].C(N(CC)CC)C.[CH2:44]([NH2:47])[CH:45]=[CH2:46]. The catalyst is O. The product is [CH2:44]([NH:47][C:9]1[N:8]=[C:7]([NH:34][CH2:33][C:32]([F:36])([F:35])[F:31])[C:6]2[C:11](=[CH:12][CH:13]=[C:4]([N+:1]([O-:3])=[O:2])[CH:5]=2)[N:10]=1)[CH:45]=[CH2:46]. The yield is 0.126. (3) The reactants are [Cl:1][C:2]1[C:22]([Cl:23])=[CH:21][C:5]2[N:6]([C:11]3[CH:16]=[CH:15][C:14]([CH2:17][C:18]([NH2:20])=[O:19])=[CH:13][CH:12]=3)[C:7]([CH2:9][CH3:10])=[N:8][C:4]=2[CH:3]=1.[C:24]1([CH3:36])[CH:29]=[CH:28][C:27]([S:30]([N:33]=[C:34]=[O:35])(=[O:32])=[O:31])=[CH:26][CH:25]=1.C1(C)C=CC=CC=1. The catalyst is C1COCC1. The product is [Cl:1][C:2]1[C:22]([Cl:23])=[CH:21][C:5]2[N:6]([C:11]3[CH:12]=[CH:13][C:14]([CH2:17][C:18]([NH:20][C:34]([NH:33][S:30]([C:27]4[CH:28]=[CH:29][C:24]([CH3:36])=[CH:25][CH:26]=4)(=[O:32])=[O:31])=[O:35])=[O:19])=[CH:15][CH:16]=3)[C:7]([CH2:9][CH3:10])=[N:8][C:4]=2[CH:3]=1. The yield is 0.920. (4) The reactants are [F:1][C:2]([F:16])([F:15])[C:3]1[CH:4]=[C:5]([N:9]2[C:13]([NH2:14])=[CH:12][CH:11]=[N:10]2)[CH:6]=[CH:7][CH:8]=1.[Cl:17][C:18]1[CH:23]=[CH:22][N:21]2[N:24]=[CH:25][C:26]([C:27](Cl)=[O:28])=[C:20]2[N:19]=1.C(N(C(C)C)CC)(C)C. The catalyst is ClCCl. The product is [Cl:17][C:18]1[CH:23]=[CH:22][N:21]2[N:24]=[CH:25][C:26]([C:27]([NH:14][C:13]3[N:9]([C:5]4[CH:6]=[CH:7][CH:8]=[C:3]([C:2]([F:1])([F:15])[F:16])[CH:4]=4)[N:10]=[CH:11][CH:12]=3)=[O:28])=[C:20]2[N:19]=1. The yield is 0.580.